Dataset: Reaction yield outcomes from USPTO patents with 853,638 reactions. Task: Predict the reaction yield, written as a fraction of the theoretical maximum amount of product (1.0 means a 100% yield; for example, 0.34 means a 34% yield). (1) The reactants are C1(P(C2C=CC=CC=2)C2C=CC=CC=2)C=CC=CC=1.BrN1C(=O)CCC1=O.[Cl:28][C:29]1[CH:30]=[C:31]([C@@H:39]([CH2:43][CH:44]2[CH2:48][CH2:47][CH2:46][CH2:45]2)[C:40]([OH:42])=O)[CH:32]=[CH:33][C:34]=1[S:35]([CH3:38])(=[O:37])=[O:36].[NH2:49][C:50]1[S:51][CH:52]=[CH:53][N:54]=1.N1C=CC=CC=1. The catalyst is C(Cl)Cl.O. The product is [Cl:28][C:29]1[CH:30]=[C:31]([C@@H:39]([CH2:43][CH:44]2[CH2:48][CH2:47][CH2:46][CH2:45]2)[C:40]([NH:49][C:50]2[S:51][CH:52]=[CH:53][N:54]=2)=[O:42])[CH:32]=[CH:33][C:34]=1[S:35]([CH3:38])(=[O:36])=[O:37]. The yield is 0.810. (2) The reactants are [CH3:1][N:2]1[C:7](=[O:8])[CH:6]=[CH:5][NH:4][C:3]1=O.F[P-](F)(F)(F)(F)F.N1(O[P+](N(C)C)(N(C)C)N(C)C)C2C=CC=CC=2N=N1.Cl.[OH:38][C@@H:39]1[CH2:43][CH2:42][CH2:41][C@H:40]1[NH2:44].C1CCN2C(=NCCC2)CC1. The catalyst is CN(C=O)C. The product is [OH:38][C@@H:39]1[CH2:43][CH2:42][CH2:41][C@H:40]1[NH:44][C:3]1[N:2]([CH3:1])[C:7](=[O:8])[CH:6]=[CH:5][N:4]=1. The yield is 0.760. (3) The reactants are ClC1C=C(C=CC=1)C(OO)=[O:6].[F:12][C:13]1[CH:14]=[C:15]([NH:20][CH:21]([C:23]2[CH:24]=[C:25]([C:37]([O:39][CH3:40])=[O:38])[CH:26]=[C:27]3[C:32]=2[O:31][C:30]([S:33][CH2:34][CH3:35])=[CH:29][C:28]3=[O:36])[CH3:22])[CH:16]=[C:17]([F:19])[CH:18]=1. The catalyst is C(Cl)Cl. The product is [F:12][C:13]1[CH:14]=[C:15]([NH:20][CH:21]([C:23]2[CH:24]=[C:25]([C:37]([O:39][CH3:40])=[O:38])[CH:26]=[C:27]3[C:32]=2[O:31][C:30]([S:33]([CH2:34][CH3:35])=[O:6])=[CH:29][C:28]3=[O:36])[CH3:22])[CH:16]=[C:17]([F:19])[CH:18]=1. The yield is 1.00. (4) The reactants are [CH3:1][O:2][C:3]1[CH:4]=[C:5]2[C:14](=[CH:15][CH:16]=1)[C:13](=[O:17])[CH:12]([C:18]1[CH:23]=[CH:22][C:21]([O:24][CH3:25])=[CH:20][CH:19]=1)[CH:11]1[CH:6]2[CH2:7][CH2:8][CH2:9][CH2:10]1.C(C1C=C(C)C=C(C(C)(C)C)N=1)(C)(C)C.[S:41](O[S:41]([C:44]([F:47])([F:46])[F:45])(=[O:43])=[O:42])([C:44]([F:47])([F:46])[F:45])(=[O:43])=[O:42]. The catalyst is C(Cl)Cl. The product is [CH3:1][O:2][C:3]1[CH:4]=[C:5]2[C:14](=[CH:15][CH:16]=1)[C:13]([O:17][S:41]([C:44]([F:47])([F:46])[F:45])(=[O:43])=[O:42])=[C:12]([C:18]1[CH:23]=[CH:22][C:21]([O:24][CH3:25])=[CH:20][CH:19]=1)[CH:11]1[CH:6]2[CH2:7][CH2:8][CH2:9][CH2:10]1. The yield is 0.890. (5) The reactants are [OH:1][C:2]1[CH:16]=[CH:15][C:5]([C:6]([C:8]2[CH:13]=[CH:12][C:11]([OH:14])=[CH:10][CH:9]=2)=[O:7])=[CH:4][CH:3]=1.[H-].[Na+].[H][H].[CH2:21](Br)[C:22]1[CH:27]=[CH:26][CH:25]=[CH:24][CH:23]=1. The catalyst is CN(C=O)C.O. The product is [CH2:21]([O:1][C:2]1[CH:16]=[CH:15][C:5]([C:6]([C:8]2[CH:13]=[CH:12][C:11]([O:14][CH2:6][C:5]3[CH:15]=[CH:16][CH:2]=[CH:3][CH:4]=3)=[CH:10][CH:9]=2)=[O:7])=[CH:4][CH:3]=1)[C:22]1[CH:27]=[CH:26][CH:25]=[CH:24][CH:23]=1. The yield is 0.969. (6) The reactants are [CH2:1]([O:3][C:4](=[O:15])[C:5]([OH:14])([C:10]([F:13])([F:12])[F:11])[CH2:6][C:7]([CH3:9])=[CH2:8])[CH3:2].[Cl-].[Al+3].[Cl-].[Cl-].[F:20][C:21]1[CH:26]=[CH:25][C:24]([O:27][CH3:28])=[CH:23][CH:22]=1. No catalyst specified. The product is [CH2:1]([O:3][C:4](=[O:15])[C:5]([OH:14])([C:10]([F:13])([F:12])[F:11])[CH2:6][C:7]([C:25]1[CH:26]=[C:21]([F:20])[CH:22]=[CH:23][C:24]=1[O:27][CH3:28])([CH3:9])[CH3:8])[CH3:2]. The yield is 0.710.